The task is: Predict the reaction yield, written as a fraction of the theoretical maximum amount of product (1.0 means a 100% yield; for example, 0.34 means a 34% yield).. This data is from Reaction yield outcomes from USPTO patents with 853,638 reactions. The reactants are [CH2:1]([O:8][C:9]1[CH:10]=[C:11]([O:21][C:22]2[CH:27]=[CH:26][C:25]([S:28]([CH3:31])(=[O:30])=[O:29])=[CH:24][CH:23]=2)[CH:12]=[C:13]2[C:17]=1[NH:16][C:15]([C:18]([NH2:20])=O)=[CH:14]2)[C:2]1[CH:7]=[CH:6][CH:5]=[CH:4][CH:3]=1.N1C=CC=CC=1.CN(C)C=O.C(Cl)(=O)C(Cl)=O. The catalyst is O. The product is [CH2:1]([O:8][C:9]1[CH:10]=[C:11]([O:21][C:22]2[CH:23]=[CH:24][C:25]([S:28]([CH3:31])(=[O:30])=[O:29])=[CH:26][CH:27]=2)[CH:12]=[C:13]2[C:17]=1[NH:16][C:15]([C:18]#[N:20])=[CH:14]2)[C:2]1[CH:7]=[CH:6][CH:5]=[CH:4][CH:3]=1. The yield is 0.920.